From a dataset of Forward reaction prediction with 1.9M reactions from USPTO patents (1976-2016). Predict the product of the given reaction. (1) Given the reactants [CH2:1]([C:8]1[C:9]([C:24]([O:26][CH2:27][CH3:28])=[O:25])=[C:10]([C:17]2[CH:22]=[CH:21][C:20]([F:23])=[CH:19][CH:18]=2)[C:11]2[N:12]([CH:14]=[CH:15][CH:16]=2)[N:13]=1)[C:2]1[CH:7]=[CH:6][CH:5]=[CH:4][CH:3]=1.[Cl:29]N1C(=O)CCC1=O, predict the reaction product. The product is: [CH2:1]([C:8]1[C:9]([C:24]([O:26][CH2:27][CH3:28])=[O:25])=[C:10]([C:17]2[CH:22]=[CH:21][C:20]([F:23])=[CH:19][CH:18]=2)[C:11]2[N:12]([C:14]([Cl:29])=[CH:15][CH:16]=2)[N:13]=1)[C:2]1[CH:7]=[CH:6][CH:5]=[CH:4][CH:3]=1. (2) Given the reactants Br[C:2]1[CH:10]=[CH:9][CH:8]=[C:7]2[C:3]=1[CH:4]=[C:5]([CH3:11])[CH2:6]2.[F:12][C:13]([F:27])([F:26])[C:14]1[CH:15]=[C:16]([Mg]Br)[CH:17]=[C:18]([C:20]([F:23])([F:22])[F:21])[CH:19]=1, predict the reaction product. The product is: [F:12][C:13]([F:26])([F:27])[C:14]1[CH:15]=[C:16]([C:2]2[CH:10]=[CH:9][CH:8]=[C:7]3[C:3]=2[CH:4]=[C:5]([CH3:11])[CH2:6]3)[CH:17]=[C:18]([C:20]([F:21])([F:22])[F:23])[CH:19]=1.